This data is from Peptide-MHC class I binding affinity with 185,985 pairs from IEDB/IMGT. The task is: Regression. Given a peptide amino acid sequence and an MHC pseudo amino acid sequence, predict their binding affinity value. This is MHC class I binding data. (1) The binding affinity (normalized) is 0.0641. The peptide sequence is KAYANMWSL. The MHC is BoLA-T2b with pseudo-sequence BoLA-T2b. (2) The peptide sequence is ASACHDGM. The MHC is Mamu-B01 with pseudo-sequence Mamu-B01. The binding affinity (normalized) is 0. (3) The peptide sequence is FDLFGITLY. The MHC is HLA-A02:16 with pseudo-sequence HLA-A02:16. The binding affinity (normalized) is 0.0847.